From a dataset of HIV replication inhibition screening data with 41,000+ compounds from the AIDS Antiviral Screen. Binary Classification. Given a drug SMILES string, predict its activity (active/inactive) in a high-throughput screening assay against a specified biological target. (1) The molecule is CCCC[Sn](CCCC)(CCCC)OC(=O)C(O)c1ccccc1. The result is 0 (inactive). (2) The drug is COC(=O)n1c(C)c(C=O)c2ccc(OC)cc21. The result is 0 (inactive). (3) The compound is COc1ccc(-c2coc3c4c(c(CC=C(C)C)c(O)c3c2=O)OC(C)(C)C=C4)cc1OC. The result is 0 (inactive). (4) The molecule is O=C(NC(=Cc1cc(Cl)ccc1Cl)c1nc2ccc(Cl)cc2[nH]1)c1ccccc1. The result is 0 (inactive). (5) The molecule is CCOC(=O)c1ncoc1C1COC(C)(C)O1. The result is 0 (inactive). (6) The drug is COc1ccccc1NC(=O)C(=CNC(=S)NCCNc1ccc(OC)c(OC)c1)C(C)=O. The result is 0 (inactive). (7) The drug is Cc1ccccc1Nc1nc2c(s1)C(=O)c1ccccc1C2=O. The result is 0 (inactive).